From a dataset of CYP2C19 inhibition data for predicting drug metabolism from PubChem BioAssay. Regression/Classification. Given a drug SMILES string, predict its absorption, distribution, metabolism, or excretion properties. Task type varies by dataset: regression for continuous measurements (e.g., permeability, clearance, half-life) or binary classification for categorical outcomes (e.g., BBB penetration, CYP inhibition). Dataset: cyp2c19_veith. (1) The molecule is Cc1ccccc1-c1cncnc1NC1CCNCC1. The result is 0 (non-inhibitor). (2) The compound is COCCNc1ncnc2ccc(-c3ccccc3OC)cc12. The result is 1 (inhibitor).